This data is from NCI-60 drug combinations with 297,098 pairs across 59 cell lines. The task is: Regression. Given two drug SMILES strings and cell line genomic features, predict the synergy score measuring deviation from expected non-interaction effect. (1) Drug 1: C1CN1C2=NC(=NC(=N2)N3CC3)N4CC4. Drug 2: CN1C2=C(C=C(C=C2)N(CCCl)CCCl)N=C1CCCC(=O)O.Cl. Cell line: NCI-H522. Synergy scores: CSS=9.96, Synergy_ZIP=-1.60, Synergy_Bliss=-3.12, Synergy_Loewe=-10.5, Synergy_HSA=-2.96. (2) Drug 1: CS(=O)(=O)OCCCCOS(=O)(=O)C. Drug 2: C(CN)CNCCSP(=O)(O)O. Cell line: HCT-15. Synergy scores: CSS=-1.11, Synergy_ZIP=-3.36, Synergy_Bliss=-6.26, Synergy_Loewe=-8.01, Synergy_HSA=-6.17. (3) Drug 1: CC1C(C(CC(O1)OC2CC(CC3=C2C(=C4C(=C3O)C(=O)C5=C(C4=O)C(=CC=C5)OC)O)(C(=O)CO)O)N)O.Cl. Drug 2: CC12CCC3C(C1CCC2O)C(CC4=C3C=CC(=C4)O)CCCCCCCCCS(=O)CCCC(C(F)(F)F)(F)F. Cell line: CAKI-1. Synergy scores: CSS=33.6, Synergy_ZIP=-19.4, Synergy_Bliss=-24.0, Synergy_Loewe=-20.2, Synergy_HSA=-17.6. (4) Drug 1: CC1OCC2C(O1)C(C(C(O2)OC3C4COC(=O)C4C(C5=CC6=C(C=C35)OCO6)C7=CC(=C(C(=C7)OC)O)OC)O)O. Drug 2: CCN(CC)CCCC(C)NC1=C2C=C(C=CC2=NC3=C1C=CC(=C3)Cl)OC. Cell line: SF-539. Synergy scores: CSS=37.2, Synergy_ZIP=-2.18, Synergy_Bliss=-0.795, Synergy_Loewe=-0.217, Synergy_HSA=1.49.